From a dataset of Peptide-MHC class I binding affinity with 185,985 pairs from IEDB/IMGT. Regression. Given a peptide amino acid sequence and an MHC pseudo amino acid sequence, predict their binding affinity value. This is MHC class I binding data. (1) The peptide sequence is QTPGVKIAP. The binding affinity (normalized) is 0.0847. The MHC is HLA-B07:02 with pseudo-sequence HLA-B07:02. (2) The peptide sequence is AEHDPWWAV. The MHC is HLA-A31:01 with pseudo-sequence HLA-A31:01. The binding affinity (normalized) is 0.0847. (3) The peptide sequence is LTFGWCFKL. The MHC is HLA-B54:01 with pseudo-sequence HLA-B54:01. The binding affinity (normalized) is 0. (4) The peptide sequence is YQYGDNLIL. The MHC is HLA-A02:01 with pseudo-sequence HLA-A02:01. The binding affinity (normalized) is 0.712. (5) The peptide sequence is GENQLYHFA. The MHC is HLA-B40:01 with pseudo-sequence HLA-B40:01. The binding affinity (normalized) is 0.301.